This data is from Full USPTO retrosynthesis dataset with 1.9M reactions from patents (1976-2016). The task is: Predict the reactants needed to synthesize the given product. (1) Given the product [OH:55][C@H:56]1[CH2:57][CH2:58][CH2:59][CH2:60][C@@H:61]1[N:40]1[C:39](=[O:38])[C:48]2[C:43](=[C:44]3[CH:54]=[CH:53][N:52]=[CH:51][C:45]3=[C:46]([CH2:49][N:89]3[CH2:90][CH2:91][C:86]([C:82]4[CH:81]=[C:80]([CH3:79])[CH:85]=[CH:84][N:83]=4)([C:92]#[N:93])[CH2:87][CH2:88]3)[CH:47]=2)[N:42]=[CH:41]1, predict the reactants needed to synthesize it. The reactants are: O[C@H]1CCCC[C@@H]1N1C(=O)C2C(=C3C=CC=CC3=C(CN3CCC(C4C=CC=CN=4)(C#N)CC3)C=2)N=C1.[O:38]=[C:39]1[C:48]2[C:43](=[C:44]3[CH:54]=[CH:53][N:52]=[CH:51][C:45]3=[C:46]([CH:49]=O)[CH:47]=2)[N:42]=[CH:41][NH:40]1.[OH:55][C@H:56]1[CH2:61][CH2:60][CH2:59][CH2:58][C@@H:57]1N1C(=O)C2C(=C3C=CC=CC3=C(C=O)C=2)N=C1.[CH3:79][C:80]1[CH:85]=[CH:84][N:83]=[C:82]([C:86]2([C:92]#[N:93])[CH2:91][CH2:90][NH:89][CH2:88][CH2:87]2)[CH:81]=1.N1C=CC=CC=1C1(C#N)CCNCC1. (2) Given the product [C:27]([C:29]1[C:34]([F:35])=[CH:33][C:32]([C:2]2[N:7]=[C:6]([NH:8][CH3:9])[N:5]=[C:4]([N:10]3[C@H:15]([CH3:16])[CH2:14][CH2:13][C@H:12]([C:17]([NH:19][CH2:20][C:21]4[CH:26]=[CH:25][CH:24]=[CH:23][CH:22]=4)=[O:18])[CH2:11]3)[CH:3]=2)=[CH:31][C:30]=1[F:39])#[N:28], predict the reactants needed to synthesize it. The reactants are: Cl[C:2]1[N:7]=[C:6]([NH:8][CH3:9])[N:5]=[C:4]([N:10]2[C@H:15]([CH3:16])[CH2:14][CH2:13][C@H:12]([C:17]([NH:19][CH2:20][C:21]3[CH:26]=[CH:25][CH:24]=[CH:23][CH:22]=3)=[O:18])[CH2:11]2)[CH:3]=1.[C:27]([C:29]1[C:34]([F:35])=[CH:33][C:32](B(O)O)=[CH:31][C:30]=1[F:39])#[N:28].C([O-])(O)=O.[Na+]. (3) The reactants are: [CH3:1][C:2]1[CH:6]=[CH:5][S:4][C:3]=1[C:7]([OH:9])=O.[N+:10]([CH3:13])([O-:12])=[O:11].C(P(=O)(OCC)OCC)#N.C(N(CC)CC)C. Given the product [CH3:1][C:2]1[CH:6]=[CH:5][S:4][C:3]=1[C:7]([CH2:13][N+:10]([O-:12])=[O:11])=[O:9], predict the reactants needed to synthesize it. (4) Given the product [NH2:7][C:8]([CH3:36])([CH2:33][CH2:34][CH3:35])[CH2:9][NH:10][C:11]([C:13]1[C:14]([CH3:32])=[N:15][N:16]2[C:21]([O:22][CH2:23][C:24]3[C:29]([F:30])=[CH:28][CH:27]=[CH:26][N:25]=3)=[CH:20][C:19]([CH3:31])=[CH:18][C:17]=12)=[O:12], predict the reactants needed to synthesize it. The reactants are: C(OC(=O)[NH:7][C:8]([CH3:36])([CH2:33][CH2:34][CH3:35])[CH2:9][NH:10][C:11]([C:13]1[C:14]([CH3:32])=[N:15][N:16]2[C:21]([O:22][CH2:23][C:24]3[C:29]([F:30])=[CH:28][CH:27]=[CH:26][N:25]=3)=[CH:20][C:19]([CH3:31])=[CH:18][C:17]=12)=[O:12])(C)(C)C.O.[OH-].[Na+]. (5) Given the product [O:1]1[C:5]2[CH:6]=[CH:7][C:8]([CH2:10][N:11]3[C:12](=[O:33])[C:13]4[C:14]([OH:32])=[C:15]5[C:19]([N:18]=[CH:17][NH:16]5)=[C:20]([OH:24])[C:21]=4[C:22]3=[O:23])=[CH:9][C:4]=2[O:3][CH2:2]1, predict the reactants needed to synthesize it. The reactants are: [O:1]1[C:5]2[CH:6]=[CH:7][C:8]([CH2:10][N:11]3[C:22](=[O:23])[C:21]4[C:20]([OH:24])=[C:19]5[C:15]([N:16]=[CH:17][N:18]5CC5C=CC=CC=5)=[C:14]([OH:32])[C:13]=4[C:12]3=[O:33])=[CH:9][C:4]=2[O:3][CH2:2]1.CO. (6) Given the product [I:1][C:2]1[CH:9]=[CH:8][CH:7]=[CH:6][C:3]=1[CH:4]=[O:5], predict the reactants needed to synthesize it. The reactants are: [I:1][C:2]1[CH:9]=[CH:8][CH:7]=[CH:6][C:3]=1[CH2:4][OH:5].